Dataset: Forward reaction prediction with 1.9M reactions from USPTO patents (1976-2016). Task: Predict the product of the given reaction. (1) Given the reactants [CH2:1]([O:8][C:9]1[C:18]2[C:13](=[CH:14][CH:15]=[CH:16][CH:17]=2)[N:12]=[C:11]([CH2:19][S:20][CH2:21][CH2:22][CH2:23][CH2:24][CH2:25][CH2:26][CH3:27])[C:10]=1[CH3:28])[C:2]1[CH:7]=[CH:6][CH:5]=[CH:4][CH:3]=1.ClC1C=CC=C(C(OO)=[O:37])C=1.[OH-].[Na+], predict the reaction product. The product is: [CH2:1]([O:8][C:9]1[C:18]2[C:13](=[CH:14][CH:15]=[CH:16][CH:17]=2)[N:12]=[C:11]([CH2:19][S:20]([CH2:21][CH2:22][CH2:23][CH2:24][CH2:25][CH2:26][CH3:27])=[O:37])[C:10]=1[CH3:28])[C:2]1[CH:3]=[CH:4][CH:5]=[CH:6][CH:7]=1. (2) Given the reactants F[P-](F)(F)(F)(F)F.N1(O[P+](N2CCCC2)(N2CCCC2)N2CCCC2)C2C=CC=CC=2N=N1.[Cl:34][C:35]1[S:39][C:38]([C:40]2[N:44]([CH2:45][C:46]3[CH:51]=[CH:50][CH:49]=[CH:48][C:47]=3[F:52])[C:43](=[O:53])[N:42]([CH2:54][C:55]([OH:57])=O)[N:41]=2)=[CH:37][CH:36]=1.C(N(CC)C(C)C)(C)C.O[N:68]=[C:69]([C:71]1[CH:76]=[CH:75][CH:74]=[CH:73][C:72]=1[C:77]([F:80])([F:79])[F:78])[NH2:70], predict the reaction product. The product is: [Cl:34][C:35]1[S:39][C:38]([C:40]2[N:44]([CH2:45][C:46]3[CH:51]=[CH:50][CH:49]=[CH:48][C:47]=3[F:52])[C:43](=[O:53])[N:42]([CH2:54][C:55]3[O:57][N:70]=[C:69]([C:71]4[CH:76]=[CH:75][CH:74]=[CH:73][C:72]=4[C:77]([F:78])([F:79])[F:80])[N:68]=3)[N:41]=2)=[CH:37][CH:36]=1. (3) The product is: [CH3:1][C:2]1[C:3]([C:21]([O:23][CH2:24][CH3:25])=[O:22])=[C:4]2[CH:9]=[CH:8][CH:7]=[N:6][N:5]2[C:10]=1[CH:11]([C:13]1[C:14](=[O:20])[N:15]([CH3:19])[CH:16]=[CH:17][CH:18]=1)[CH3:12]. Given the reactants [CH3:1][C:2]1[C:3]([C:21]([O:23][CH2:24][CH3:25])=[O:22])=[C:4]2[CH:9]=[CH:8][CH:7]=[N:6][N:5]2[C:10]=1[C:11]([C:13]1[C:14](=[O:20])[N:15]([CH3:19])[CH:16]=[CH:17][CH:18]=1)=[CH2:12], predict the reaction product. (4) The product is: [CH3:1][O:2][C:3]([C:5]1[CH:10]=[CH:9][C:8]([O:11][CH2:20][C:21]([F:24])([F:23])[F:22])=[CH:7][N:6]=1)=[O:4]. Given the reactants [CH3:1][O:2][C:3]([C:5]1[CH:10]=[CH:9][C:8]([OH:11])=[CH:7][N:6]=1)=[O:4].[H-].[Na+].FC(F)(F)S(O[CH2:20][C:21]([F:24])([F:23])[F:22])(=O)=O, predict the reaction product. (5) Given the reactants [C:1]1([C:7](=[N:14][CH2:15][C:16]([O:18][C:19]([CH3:22])([CH3:21])[CH3:20])=[O:17])[C:8]2[CH:13]=[CH:12][CH:11]=[CH:10][CH:9]=2)[CH:6]=[CH:5][CH:4]=[CH:3][CH:2]=1.[Li+].CC([N-]C(C)C)C.FC(F)(F)S(O[CH2:37][CH2:38][C:39]([F:42])([F:41])[F:40])(=O)=O, predict the reaction product. The product is: [C:1]1([C:7](=[N:14][CH:15]([CH2:37][CH2:38][C:39]([F:42])([F:41])[F:40])[C:16]([O:18][C:19]([CH3:22])([CH3:21])[CH3:20])=[O:17])[C:8]2[CH:9]=[CH:10][CH:11]=[CH:12][CH:13]=2)[CH:2]=[CH:3][CH:4]=[CH:5][CH:6]=1. (6) Given the reactants [NH:1]1[C:9]2[CH2:8][CH2:7][CH2:6][C:5](=O)[C:4]=2[CH:3]=[CH:2]1.COC1C=CC(P2(SP(C3C=CC(OC)=CC=3)(=S)S2)=[S:20])=CC=1.C([O-])(O)=O.[Na+], predict the reaction product. The product is: [NH:1]1[C:9]2[CH2:8][CH2:7][CH2:6][C:5](=[S:20])[C:4]=2[CH:3]=[CH:2]1. (7) Given the reactants [NH:1]1[C:9]2[C:4](=[CH:5][CH:6]=[CH:7][CH:8]=2)[C:3]([CH2:10][C:11]([OH:13])=[O:12])=[CH:2]1.C(=O)=O.CC(C)=O.[Li+].C[Si]([N-][Si](C)(C)C)(C)C.Cl[C:32]([O:34][CH2:35][C:36]1[CH:41]=[CH:40][CH:39]=[CH:38][CH:37]=1)=[O:33], predict the reaction product. The product is: [CH2:35]([O:34][C:32]([N:1]1[C:9]2[C:4](=[CH:5][CH:6]=[CH:7][CH:8]=2)[C:3]([CH2:10][C:11]([OH:13])=[O:12])=[CH:2]1)=[O:33])[C:36]1[CH:41]=[CH:40][CH:39]=[CH:38][CH:37]=1. (8) Given the reactants [H-].[Na+].[C:3]1([OH:9])[CH:8]=[CH:7][CH:6]=[CH:5][CH:4]=1.[Br:10][C:11]1[CH:18]=[CH:17][CH:16]=[CH:15][C:12]=1[CH2:13]Br, predict the reaction product. The product is: [Br:10][C:11]1[CH:18]=[CH:17][CH:16]=[CH:15][C:12]=1[CH2:13][O:9][C:3]1[CH:8]=[CH:7][CH:6]=[CH:5][CH:4]=1. (9) Given the reactants [Cl:1][C:2]1[CH:18]=[C:17]([N+:19]([O-])=O)[CH:16]=[C:15]([Cl:22])[C:3]=1[O:4][C:5]1[CH:6]=[N:7][C:8]2[C:13]([CH:14]=1)=[CH:12][CH:11]=[CH:10][CH:9]=2, predict the reaction product. The product is: [Cl:1][C:2]1[CH:18]=[C:17]([NH2:19])[CH:16]=[C:15]([Cl:22])[C:3]=1[O:4][C:5]1[CH:6]=[N:7][C:8]2[C:13]([CH:14]=1)=[CH:12][CH:11]=[CH:10][CH:9]=2.